From a dataset of Reaction yield outcomes from USPTO patents with 853,638 reactions. Predict the reaction yield, written as a fraction of the theoretical maximum amount of product (1.0 means a 100% yield; for example, 0.34 means a 34% yield). (1) The reactants are [F:1][C:2]1[CH:3]=[C:4]([C:13]2[C:14]([C:19]3[CH:24]=[CH:23][CH:22]=[CH:21][CH:20]=3)=[N:15][O:16][C:17]=2[CH3:18])[CH:5]=[C:6]([F:12])[C:7]=1[S:8]([CH3:11])(=O)=O.[C:25]([O-:28])(=[O:27])[CH3:26].[Na+]. The catalyst is C(OC(=O)C)(=O)C. The product is [C:25]([O:28][CH2:11][S:8][C:7]1[C:2]([F:1])=[CH:3][C:4]([C:13]2[C:14]([C:19]3[CH:24]=[CH:23][CH:22]=[CH:21][CH:20]=3)=[N:15][O:16][C:17]=2[CH3:18])=[CH:5][C:6]=1[F:12])(=[O:27])[CH3:26]. The yield is 0.820. (2) The reactants are C1(C=O)CC1.[CH:6]1([CH:9]=[N:10][S:11]([C:13]([CH3:16])([CH3:15])[CH3:14])=[O:12])[CH2:8][CH2:7]1. The catalyst is C(Cl)Cl.[O-]S([O-])(=O)=O.[Cu+2]. The product is [CH:6]1([CH:9]=[N:10][S@:11]([C:13]([CH3:16])([CH3:15])[CH3:14])=[O:12])[CH2:7][CH2:8]1. The yield is 0.950. (3) The reactants are [CH2:1]([O:8][N:9]1[C:18]2[C:13](=[CH:14][C:15](Br)=[CH:16][N:17]=2)[C:12]([NH:20][CH2:21][C:22]2[CH:27]=[CH:26][C:25]([O:28][CH3:29])=[CH:24][C:23]=2[O:30][CH3:31])=[C:11]([C:32]([NH:34][CH2:35][C:36]2[CH:41]=[CH:40][C:39]([F:42])=[CH:38][C:37]=2[F:43])=[O:33])[C:10]1=[O:44])[C:2]1[CH:7]=[CH:6][CH:5]=[CH:4][CH:3]=1.[CH2:45]=[CH:46][C:47]1[CH:52]=[CH:51][CH:50]=[CH:49][CH:48]=1. No catalyst specified. The product is [CH2:1]([O:8][N:9]1[C:18]2[C:13](=[CH:14][C:15](/[CH:45]=[CH:46]/[C:47]3[CH:52]=[CH:51][CH:50]=[CH:49][CH:48]=3)=[CH:16][N:17]=2)[C:12]([NH:20][CH2:21][C:22]2[CH:27]=[CH:26][C:25]([O:28][CH3:29])=[CH:24][C:23]=2[O:30][CH3:31])=[C:11]([C:32]([NH:34][CH2:35][C:36]2[CH:41]=[CH:40][C:39]([F:42])=[CH:38][C:37]=2[F:43])=[O:33])[C:10]1=[O:44])[C:2]1[CH:7]=[CH:6][CH:5]=[CH:4][CH:3]=1. The yield is 0.270. (4) The reactants are [CH3:1][C:2]1[O:6][N:5]=[C:4]([C:7]2[CH:12]=[CH:11][CH:10]=[CH:9][CH:8]=2)[C:3]=1[CH2:13][OH:14].[CH2:15]([O:22][C:23]1[CH:28]=[CH:27][NH:26][C:25](=O)[CH:24]=1)[C:16]1[CH:21]=[CH:20][CH:19]=[CH:18][CH:17]=1. No catalyst specified. The product is [CH2:15]([O:22][C:23]1[CH:28]=[CH:27][N:26]=[C:25]([O:14][CH2:13][C:3]2[C:4]([C:7]3[CH:12]=[CH:11][CH:10]=[CH:9][CH:8]=3)=[N:5][O:6][C:2]=2[CH3:1])[CH:24]=1)[C:16]1[CH:17]=[CH:18][CH:19]=[CH:20][CH:21]=1. The yield is 0.280. (5) The reactants are [C:1]([C:4]1[C:9]([NH:10][C:11]([C:13]2[N:14]=[C:15]([CH:18]([CH3:20])[CH3:19])[S:16][CH:17]=2)=O)=[C:8]([Cl:21])[C:7]([O:22][CH2:23][CH:24]([O:27][CH3:28])[O:25][CH3:26])=[CH:6][CH:5]=1)(=[O:3])[CH3:2].CC([O-])(C)C.[K+].Cl. The catalyst is CC(O)(C)C. The product is [Cl:21][C:8]1[C:7]([O:22][CH2:23][CH:24]([O:27][CH3:28])[O:25][CH3:26])=[CH:6][CH:5]=[C:4]2[C:9]=1[N:10]=[C:11]([C:13]1[N:14]=[C:15]([CH:18]([CH3:20])[CH3:19])[S:16][CH:17]=1)[CH:2]=[C:1]2[OH:3]. The yield is 0.850. (6) The reactants are [CH3:1][C:2]1[N:10]=[C:9]2[C:5]([CH2:6]C(=O)N2)=C[N:3]=1.[H-].[Na+].[C:14]([OH:17])(=[O:16])[CH3:15].Cl[CH2:19]Cl.[CH3:21][N:22](C=O)C. The catalyst is C1COCC1. The product is [CH3:19][O:16][C:14]([C:15]1[CH:6]=[C:5]2[N:22]([CH:21]=1)[N:3]=[C:2]([CH3:1])[N:10]=[CH:9]2)=[O:17]. The yield is 0.630. (7) The reactants are [CH3:1][C:2]1[CH:7]=[C:6]([N+:8]([O-])=O)[CH:5]=[CH:4][C:3]=1[NH:11][C:12](=[O:19])[C:13]1[CH:18]=[CH:17][CH:16]=[CH:15][CH:14]=1.O.O.[Sn](Cl)Cl.C([O-])(O)=O.[Na+]. The catalyst is C(OCC)(=O)C. The product is [NH2:8][C:6]1[CH:5]=[CH:4][C:3]([NH:11][C:12](=[O:19])[C:13]2[CH:18]=[CH:17][CH:16]=[CH:15][CH:14]=2)=[C:2]([CH3:1])[CH:7]=1. The yield is 0.970. (8) The reactants are [CH2:1]([O:3][C:4]([C:6]1([NH:11][C:12]([CH:14]2[CH2:18][CH:17]([O:19][C:20]3[C:29]4[C:24](=[C:25]([CH3:32])[C:26]([O:30][CH3:31])=[CH:27][CH:28]=4)[N:23]=[C:22]([C:33]4[CH:38]=[CH:37][CH:36]=[C:35]([CH3:39])[N:34]=4)[CH:21]=3)[CH2:16][CH:15]2[C:40](=[O:49])[N:41]([CH2:43][CH2:44][CH2:45][CH2:46]C=C)[CH3:42])=[O:13])[CH2:8][CH:7]1[CH:9]=[CH2:10])=[O:5])[CH3:2]. The catalyst is ClCCCl. The product is [CH2:1]([O:3][C:4]([C:6]12[CH2:8][CH:7]1[CH:9]=[CH:10][CH2:46][CH2:45][CH2:44][CH2:43][N:41]([CH3:42])[C:40](=[O:49])[CH:15]1[CH:14]([CH2:18][CH:17]([O:19][C:20]3[C:29]4[C:24](=[C:25]([CH3:32])[C:26]([O:30][CH3:31])=[CH:27][CH:28]=4)[N:23]=[C:22]([C:33]4[CH:38]=[CH:37][CH:36]=[C:35]([CH3:39])[N:34]=4)[CH:21]=3)[CH2:16]1)[C:12](=[O:13])[NH:11]2)=[O:5])[CH3:2]. The yield is 0.580. (9) The reactants are [CH2:1]([N:8]1[CH2:13][CH2:12][CH2:11][C:10](=[O:14])[CH2:9]1)[C:2]1[CH:7]=[CH:6][CH:5]=[CH:4][CH:3]=1.[C:15]1([Mg]Br)[CH:20]=[CH:19][CH:18]=[CH:17][CH:16]=1.C1COCC1.O. The catalyst is C1(C)C=CC=CC=1. The product is [CH2:1]([N:8]1[CH2:13][CH2:12][CH2:11][C:10]([C:15]2[CH:20]=[CH:19][CH:18]=[CH:17][CH:16]=2)([OH:14])[CH2:9]1)[C:2]1[CH:3]=[CH:4][CH:5]=[CH:6][CH:7]=1. The yield is 0.800.